From a dataset of Reaction yield outcomes from USPTO patents with 853,638 reactions. Predict the reaction yield, written as a fraction of the theoretical maximum amount of product (1.0 means a 100% yield; for example, 0.34 means a 34% yield). (1) The reactants are S(C1C=[CH:10][C:8]([CH3:9])=[CH:7]C=1)([O-])(=O)=O.[CH3:12][C:13]1[CH:18]=[CH:17][C:16]([S:19]([O:22][CH2:23][CH:24]([OH:35])[CH2:25][C:26]2[CH:31]=[CH:30][C:29](OC)=[CH:28][C:27]=2[OH:34])(=[O:21])=[O:20])=[CH:15][CH:14]=1. The catalyst is [Pd]. The product is [CH3:12][C:13]1[CH:14]=[CH:15][C:16]([S:19]([O:22][CH2:23][CH:24]([OH:35])[CH2:25][C:26]2[CH:31]=[CH:30][CH:29]=[C:28]([C:8]([CH3:10])([CH3:9])[CH3:7])[C:27]=2[OH:34])(=[O:20])=[O:21])=[CH:17][CH:18]=1. The yield is 0.740. (2) The reactants are [CH2:1]([O:8][C:9](=[O:26])/[CH:10]=[CH:11]/[C:12]1[CH:21]=[CH:20][CH:19]=[C:18]([C:22]([F:25])([F:24])[F:23])[C:13]=1[C:14]([O:16][CH3:17])=[O:15])[C:2]1[CH:7]=[CH:6][CH:5]=[CH:4][CH:3]=1.CO[CH2:29][N:30]([CH2:36][C:37]1[CH:42]=[CH:41][CH:40]=[CH:39][CH:38]=1)[CH2:31][Si](C)(C)C.FC(F)(F)C(O)=O. The catalyst is C(Cl)Cl.CCOC(C)=O.COCN(CC1C=CC=CC=1)C[Si](C)(C)C.FC(F)(F)C(O)=O. The product is [CH2:36]([N:30]1[CH2:31][C@@H:11]([C:12]2[CH:21]=[CH:20][CH:19]=[C:18]([C:22]([F:24])([F:25])[F:23])[C:13]=2[C:14]([O:16][CH3:17])=[O:15])[C@H:10]([C:9]([O:8][CH2:1][C:2]2[CH:7]=[CH:6][CH:5]=[CH:4][CH:3]=2)=[O:26])[CH2:29]1)[C:37]1[CH:42]=[CH:41][CH:40]=[CH:39][CH:38]=1. The yield is 0.950. (3) The catalyst is O1CCOCC1. The reactants are [CH3:1][C:2]1[CH:24]=[CH:23][CH:22]=[C:21]([CH3:25])[C:3]=1[CH2:4][O:5][C:6]1[C:14]2[N:13]=[C:12]([CH3:15])[N:11]([CH3:16])[C:10]=2[CH:9]=[C:8]([C:17]([O:19]C)=[O:18])[CH:7]=1.[OH-].[Na+].Cl. The yield is 0.700. The product is [CH3:25][C:21]1[CH:22]=[CH:23][CH:24]=[C:2]([CH3:1])[C:3]=1[CH2:4][O:5][C:6]1[C:14]2[N:13]=[C:12]([CH3:15])[N:11]([CH3:16])[C:10]=2[CH:9]=[C:8]([C:17]([OH:19])=[O:18])[CH:7]=1.